Dataset: CYP3A4 inhibition data for predicting drug metabolism from PubChem BioAssay. Task: Regression/Classification. Given a drug SMILES string, predict its absorption, distribution, metabolism, or excretion properties. Task type varies by dataset: regression for continuous measurements (e.g., permeability, clearance, half-life) or binary classification for categorical outcomes (e.g., BBB penetration, CYP inhibition). Dataset: cyp3a4_veith. (1) The molecule is CC(=O)NN1C(=O)/C(=C\c2ccc(C)cc2)SC1=S. The result is 0 (non-inhibitor). (2) The compound is COc1ccc(Cl)cc1N=Nc1ncc[nH]1. The result is 1 (inhibitor).